Dataset: Forward reaction prediction with 1.9M reactions from USPTO patents (1976-2016). Task: Predict the product of the given reaction. (1) Given the reactants [CH3:1][S:2]([O-:4])=[O:3].[Na+].[Cl:6][C:7]1[N:12]=[C:11]([N:13]2[CH2:18][CH2:17][O:16][CH2:15][C@H:14]2[CH3:19])[CH:10]=[C:9]([CH2:20]I)[N:8]=1, predict the reaction product. The product is: [Cl:6][C:7]1[N:12]=[C:11]([N:13]2[CH2:18][CH2:17][O:16][CH2:15][C@H:14]2[CH3:19])[CH:10]=[C:9]([CH2:20][S:2]([CH3:1])(=[O:4])=[O:3])[N:8]=1. (2) Given the reactants [CH3:1][O:2][C:3]1[CH:8]=[C:7]([C:9]([OH:11])=O)[C:6]([O:12][CH3:13])=[CH:5][C:4]=1[C:14]1[CH:19]=[CH:18][CH:17]=[CH:16][C:15]=1[C:20]([F:23])([F:22])[F:21].[C:24](Cl)(=O)C(Cl)=O.[CH:30]1[CH:31]=[CH:32][N:33]2[CH2:39][C:38]3[CH:40]=[CH:41][CH:42]=[CH:43][C:37]=3[NH:36][CH2:35][C:34]=12.CC[N:46]([CH:50]([CH3:52])C)[CH:47]([CH3:49])C.[CH3:53][N:54]([CH3:57])[CH:55]=[O:56], predict the reaction product. The product is: [CH3:13][O:12][C:6]1[CH:5]=[C:4]([C:14]2[CH:19]=[CH:18][CH:17]=[CH:16][C:15]=2[C:20]([F:22])([F:21])[F:23])[C:3]([O:2][CH3:1])=[CH:8][C:7]=1[C:9]([N:36]1[C:37]2[CH:43]=[CH:42][CH:41]=[CH:40][C:38]=2[CH2:39][N:33]2[C:32]([C:55]([N:54]([CH3:57])[CH2:53][C:52]3[CH:50]=[N:46][CH:47]=[CH:49][CH:24]=3)=[O:56])=[CH:31][CH:30]=[C:34]2[CH2:35]1)=[O:11]. (3) Given the reactants [C:1]([O:5][C:6](=[O:17])[NH:7][CH2:8][CH2:9][C:10]1[CH:15]=[CH:14][C:13]([NH2:16])=[CH:12][CH:11]=1)([CH3:4])([CH3:3])[CH3:2].C(N(CC)CC)C.[C:25](Cl)(=[O:32])[C:26]1[CH:31]=[CH:30][CH:29]=[CH:28][CH:27]=1, predict the reaction product. The product is: [C:1]([O:5][C:6](=[O:17])[NH:7][CH2:8][CH2:9][C:10]1[CH:15]=[CH:14][C:13]([NH:16][C:25](=[O:32])[C:26]2[CH:31]=[CH:30][CH:29]=[CH:28][CH:27]=2)=[CH:12][CH:11]=1)([CH3:4])([CH3:2])[CH3:3]. (4) Given the reactants [O:1]1[CH:5]=[CH:4][CH:3]=[C:2]1[C:6]([OH:8])=O.[NH2:9][C:10]1[CH:15]=[CH:14][C:13]([C:16]2[S:17][C:18]3[CH:24]=[C:23]([CH3:25])[CH:22]=[CH:21][C:19]=3[N:20]=2)=[CH:12][CH:11]=1.CN1CCOCC1.O.ON1C2C=CC=CC=2N=N1, predict the reaction product. The product is: [O:1]1[CH:5]=[CH:4][CH:3]=[C:2]1[C:6]([NH:9][C:10]1[CH:11]=[CH:12][C:13]([C:16]2[S:17][C:18]3[CH:24]=[C:23]([CH3:25])[CH:22]=[CH:21][C:19]=3[N:20]=2)=[CH:14][CH:15]=1)=[O:8]. (5) Given the reactants C(N(CC)CC)C.[Cl:8][C:9]1[CH:17]=[C:16]2[C:12]([C:13]([CH:25]=[O:26])=[CH:14][N:15]2C(OC(C)(C)C)=O)=[CH:11][CH:10]=1.[N:27]1[C:28]([CH:36]=[N:37][C:38]2[CH:43]=[CH:42][N:41]=[C:40]([O:44][CH3:45])[CH:39]=2)=[CH:29][N:30]2[CH:35]=[CH:34][CH:33]=[CH:32][C:31]=12, predict the reaction product. The product is: [Cl:8][C:9]1[CH:17]=[C:16]2[C:12]([C:13]([C:25](=[O:26])[CH:36]([C:28]3[N:27]=[C:31]4[CH:32]=[CH:33][CH:34]=[CH:35][N:30]4[CH:29]=3)[NH:37][C:38]3[CH:43]=[CH:42][N:41]=[C:40]([O:44][CH3:45])[CH:39]=3)=[CH:14][NH:15]2)=[CH:11][CH:10]=1. (6) Given the reactants Cl[C:2]1[N:10]=[C:9]([Cl:11])[CH:8]=[CH:7][C:3]=1[C:4]([OH:6])=[O:5].CC(C)([O-])C.[K+].[F:18][C:19]([F:23])([F:22])[CH2:20][OH:21], predict the reaction product. The product is: [Cl:11][C:9]1[CH:8]=[CH:7][C:3]([C:4]([OH:6])=[O:5])=[C:2]([O:21][CH2:20][C:19]([F:23])([F:22])[F:18])[N:10]=1. (7) Given the reactants [C:1]([C:3]1[CH:11]=[CH:10][C:6]([C:7]([OH:9])=O)=[CH:5][C:4]=1[CH3:12])#[N:2].[NH:13]1[C:19]2[CH:20]=[CH:21][CH:22]=[CH:23][C:18]=2[CH2:17][CH2:16][CH2:15][CH2:14]1, predict the reaction product. The product is: [C:1]([C:3]1[CH:11]=[CH:10][C:6]([C:7]([N:13]2[C:19]3[CH:20]=[CH:21][CH:22]=[CH:23][C:18]=3[CH2:17][CH2:16][CH2:15][CH2:14]2)=[O:9])=[CH:5][C:4]=1[CH3:12])#[N:2]. (8) Given the reactants [N+:1]([C:4]1[CH:5]=[C:6]2[C:10](=[CH:11][CH:12]=1)[N:9]([CH2:13][C:14]1[CH:15]=[C:16]([CH:20]=[CH:21][CH:22]=1)[C:17](O)=[O:18])[N:8]=[CH:7]2)([O-:3])=[O:2].S(Cl)(Cl)=O.[C:27]([NH2:31])([CH3:30])([CH3:29])[CH3:28].C(N(CC)CC)C, predict the reaction product. The product is: [C:27]([NH:31][C:17](=[O:18])[C:16]1[CH:20]=[CH:21][CH:22]=[C:14]([CH2:13][N:9]2[C:10]3[C:6](=[CH:5][C:4]([N+:1]([O-:3])=[O:2])=[CH:12][CH:11]=3)[CH:7]=[N:8]2)[CH:15]=1)([CH3:30])([CH3:29])[CH3:28]. (9) Given the reactants [Cl:1][C:2]1[CH:3]=[C:4]([CH:8]=[C:9]([N+:12]([O-:14])=[O:13])[C:10]=1[OH:11])[C:5]([OH:7])=O.Cl[C:16]1[CH:17]=[C:18]([CH:22]=[C:23]([N+:26]([O-])=O)[C:24]=1[OH:25])C(Cl)=O.[C:29](OCC)(=O)[CH3:30], predict the reaction product. The product is: [Cl:1][C:2]1[CH:3]=[C:4]([C:5]([N:26]2[C:23]3[CH:22]=[CH:18][CH:17]=[CH:16][C:24]=3[O:25][CH2:30][CH2:29]2)=[O:7])[CH:8]=[C:9]([N+:12]([O-:14])=[O:13])[C:10]=1[OH:11].